This data is from Full USPTO retrosynthesis dataset with 1.9M reactions from patents (1976-2016). The task is: Predict the reactants needed to synthesize the given product. (1) The reactants are: Br[C:2]1[S:3][C:4]([NH:33]C(=O)OC(C)(C)C)=[C:5]([C:7](=[O:32])[NH:8][C:9]2[CH:10]=[N:11][N:12]([CH3:31])[C:13]=2[C@@H:14]2[CH2:20][CH2:19][C@@H:18]([NH:21]C(OC(C)(C)C)=O)[C@@H:17]([O:29][CH3:30])[CH2:16][O:15]2)[N:6]=1.[F:41][C:42]1[CH:47]=[CH:46][CH:45]=[C:44]([C:48]([F:51])([F:50])[F:49])[C:43]=1B(O)O. Given the product [NH2:33][C:4]1[S:3][C:2]([C:43]2[C:44]([C:48]([F:50])([F:51])[F:49])=[CH:45][CH:46]=[CH:47][C:42]=2[F:41])=[N:6][C:5]=1[C:7]([NH:8][C:9]1[CH:10]=[N:11][N:12]([CH3:31])[C:13]=1[C@@H:14]1[CH2:20][CH2:19][C@@H:18]([NH2:21])[C@@H:17]([O:29][CH3:30])[CH2:16][O:15]1)=[O:32], predict the reactants needed to synthesize it. (2) Given the product [Cl:1][C:2]1[CH:3]=[CH:4][C:5]2[C:11](=[N:29][CH2:28][C:27]3[CH:30]=[CH:31][C:32]([O:34][CH3:35])=[CH:33][C:26]=3[O:25][CH3:24])[CH2:10][CH2:9][CH2:8][N:7]([C:13]([O:15][CH2:16][C:17]3[CH:22]=[CH:21][CH:20]=[CH:19][CH:18]=3)=[O:14])[C:6]=2[CH:23]=1, predict the reactants needed to synthesize it. The reactants are: [Cl:1][C:2]1[CH:3]=[CH:4][C:5]2[C:11](=O)[CH2:10][CH2:9][CH2:8][N:7]([C:13]([O:15][CH2:16][C:17]3[CH:22]=[CH:21][CH:20]=[CH:19][CH:18]=3)=[O:14])[C:6]=2[CH:23]=1.[CH3:24][O:25][C:26]1[CH:33]=[C:32]([O:34][CH3:35])[CH:31]=[CH:30][C:27]=1[CH2:28][NH2:29].CCN(CC)CC. (3) Given the product [CH:1]1[C:13]2[CH:12]([CH2:14][O:15][C:16](=[O:37])[NH:17][C:18]3[CH:23]=[CH:22][C:21]([S:24][C:25]4[CH:30]=[CH:29][C:28]([C:31](=[O:32])[NH:45][C:41]5[CH:42]=[CH:43][CH:44]=[C:39]([F:38])[CH:40]=5)=[CH:27][C:26]=4[NH2:34])=[CH:20][CH:19]=3)[C:11]3[C:6](=[CH:7][CH:8]=[CH:9][CH:10]=3)[C:5]=2[CH:4]=[CH:3][CH:2]=1, predict the reactants needed to synthesize it. The reactants are: [CH:1]1[C:13]2[CH:12]([CH2:14][O:15][C:16](=[O:37])[NH:17][C:18]3[CH:23]=[CH:22][C:21]([S:24][C:25]4[CH:30]=[CH:29][C:28]([C:31](Cl)=[O:32])=[CH:27][C:26]=4[N+:34]([O-])=O)=[CH:20][CH:19]=3)[C:11]3[C:6](=[CH:7][CH:8]=[CH:9][CH:10]=3)[C:5]=2[CH:4]=[CH:3][CH:2]=1.[F:38][C:39]1[CH:40]=[C:41]([NH2:45])[CH:42]=[CH:43][CH:44]=1.ClC1C=CC(N)=NC=1. (4) Given the product [CH2:1]([C@H:8]1[CH2:13][CH2:12][N:11]([CH2:14][CH2:15][S:16]([C:19]2[CH:24]=[CH:23][C:22]([O:25][C:26](=[O:42])[C:27]3[CH:28]=[CH:29][C:30]([CH2:33][NH2:34])=[CH:31][CH:32]=3)=[CH:21][CH:20]=2)(=[O:17])=[O:18])[CH2:10][C@H:9]1[OH:43])[C:2]1[CH:3]=[CH:4][CH:5]=[CH:6][CH:7]=1, predict the reactants needed to synthesize it. The reactants are: [CH2:1]([C@H:8]1[CH2:13][CH2:12][N:11]([CH2:14][CH2:15][S:16]([C:19]2[CH:24]=[CH:23][C:22]([O:25][C:26](=[O:42])[C:27]3[CH:32]=[CH:31][C:30]([CH2:33][NH:34]C(OC(C)(C)C)=O)=[CH:29][CH:28]=3)=[CH:21][CH:20]=2)(=[O:18])=[O:17])[CH2:10][C@H:9]1[OH:43])[C:2]1[CH:7]=[CH:6][CH:5]=[CH:4][CH:3]=1. (5) The reactants are: Cl[C:2]1[C:11]2[C:6](=[CH:7][C:8]([S:12]([O:15][C:16]3[C:21]([F:22])=[C:20]([F:23])[C:19]([F:24])=[C:18]([F:25])[C:17]=3[F:26])(=[O:14])=[O:13])=[CH:9][CH:10]=2)[CH:5]=[CH:4][N:3]=1.[Br:27][C:28]1[C:33]([Cl:34])=[CH:32][C:31](B2OC(C)(C)C(C)(C)O2)=[C:30]([O:44][CH3:45])[CH:29]=1. Given the product [Br:27][C:28]1[C:33]([Cl:34])=[CH:32][C:31]([C:2]2[C:11]3[C:6](=[CH:7][C:8]([S:12]([O:15][C:16]4[C:17]([F:26])=[C:18]([F:25])[C:19]([F:24])=[C:20]([F:23])[C:21]=4[F:22])(=[O:13])=[O:14])=[CH:9][CH:10]=3)[CH:5]=[CH:4][N:3]=2)=[C:30]([O:44][CH3:45])[CH:29]=1, predict the reactants needed to synthesize it. (6) Given the product [CH2:29]([N:3]([CH2:1][CH3:2])[CH2:4][CH2:5][CH2:6][N:7]([CH3:28])[C:8]([NH:10][C:11]1[CH:16]=[C:15]([O:17][C:18]2[CH:23]=[CH:22][C:21]([NH2:24])=[CH:20][C:19]=2[F:27])[CH:14]=[CH:13][N:12]=1)=[O:9])[CH3:30], predict the reactants needed to synthesize it. The reactants are: [CH2:1]([N:3]([CH2:29][CH3:30])[CH2:4][CH2:5][CH2:6][N:7]([CH3:28])[C:8]([NH:10][C:11]1[CH:16]=[C:15]([O:17][C:18]2[CH:23]=[CH:22][C:21]([N+:24]([O-])=O)=[CH:20][C:19]=2[F:27])[CH:14]=[CH:13][N:12]=1)=[O:9])[CH3:2].O1CCCC1.